This data is from Forward reaction prediction with 1.9M reactions from USPTO patents (1976-2016). The task is: Predict the product of the given reaction. (1) Given the reactants S1C2NC(C(OCC)=O)=CC=2C=C1.CCCC[N+](CCCC)(CCCC)CCCC.[F-].C1C(=O)N([Br:39])C(=O)C1.[Br:40][C:41]1[C:42]2[CH:53]=[CH:52][S:51][C:43]=2[NH:44][C:45]=1[C:46]([O:48][CH2:49][CH3:50])=[O:47], predict the reaction product. The product is: [Br:40][C:41]1[C:42]2[CH:53]=[CH:52][S:51][C:43]=2[NH:44][C:45]=1[C:46]([O:48][CH2:49][CH3:50])=[O:47].[Br:39][C:52]1[S:51][C:43]2[NH:44][C:45]([C:46]([O:48][CH2:49][CH3:50])=[O:47])=[C:41]([Br:40])[C:42]=2[CH:53]=1. (2) Given the reactants [CH2:1]([CH:3]([CH2:39][CH2:40][CH2:41][CH3:42])[CH2:4][N:5]1[C:17]2[CH:16]=[CH:15][C:14]([C:18]([C:20]3[C:25]([CH3:26])=[CH:24][C:23]([CH3:27])=[CH:22][C:21]=3[CH3:28])=[O:19])=[CH:13][C:12]=2[C:11]2[C:6]1=[CH:7][CH:8]=[C:9]([C:29](=[N:37][OH:38])[C:30]1[CH:35]=[CH:34][CH:33]=[CH:32][C:31]=1[CH3:36])[CH:10]=2)[CH3:2].C(N(CC)CC)C.[C:50](Cl)(=[O:52])[CH3:51], predict the reaction product. The product is: [CH2:1]([CH:3]([CH2:39][CH2:40][CH2:41][CH3:42])[CH2:4][N:5]1[C:17]2[CH:16]=[CH:15][C:14]([C:18]([C:20]3[C:25]([CH3:26])=[CH:24][C:23]([CH3:27])=[CH:22][C:21]=3[CH3:28])=[O:19])=[CH:13][C:12]=2[C:11]2[C:6]1=[CH:7][CH:8]=[C:9]([C:29](=[N:37][O:38][C:50](=[O:52])[CH3:51])[C:30]1[CH:35]=[CH:34][CH:33]=[CH:32][C:31]=1[CH3:36])[CH:10]=2)[CH3:2].